From a dataset of Peptide-MHC class I binding affinity with 185,985 pairs from IEDB/IMGT. Regression. Given a peptide amino acid sequence and an MHC pseudo amino acid sequence, predict their binding affinity value. This is MHC class I binding data. (1) The peptide sequence is DLNLGNLNV. The MHC is Patr-A0701 with pseudo-sequence Patr-A0701. The binding affinity (normalized) is 0.112. (2) The MHC is HLA-B15:02 with pseudo-sequence HLA-B15:02. The binding affinity (normalized) is 0.898. The peptide sequence is FMYALSRAF.